The task is: Predict the product of the given reaction.. This data is from Forward reaction prediction with 1.9M reactions from USPTO patents (1976-2016). (1) Given the reactants [F:1][C:2]1[CH:11]=[C:10]2[C:5]([CH:6]=[CH:7][NH:8][C:9]2=O)=[CH:4][C:3]=1[O:13][CH3:14].O=P(Cl)(Cl)[Cl:17], predict the reaction product. The product is: [Cl:17][C:9]1[C:10]2[C:5](=[CH:4][C:3]([O:13][CH3:14])=[C:2]([F:1])[CH:11]=2)[CH:6]=[CH:7][N:8]=1. (2) Given the reactants [CH3:1][N:2]([CH2:13][C:14]1[NH:18][C:17]2[CH:19]=[CH:20][CH:21]=[C:22]([C:23]([O:25]C)=[O:24])[C:16]=2[N:15]=1)[CH:3]1[C:12]2[N:11]=[CH:10][CH:9]=[CH:8][C:7]=2[CH2:6][CH2:5][CH2:4]1.O1CCCC1.[OH-].[Li+], predict the reaction product. The product is: [CH3:1][N:2]([CH2:13][C:14]1[NH:18][C:17]2[CH:19]=[CH:20][CH:21]=[C:22]([C:23]([OH:25])=[O:24])[C:16]=2[N:15]=1)[CH:3]1[C:12]2[N:11]=[CH:10][CH:9]=[CH:8][C:7]=2[CH2:6][CH2:5][CH2:4]1. (3) Given the reactants [I:1][C:2]1[CH:10]=[CH:9][C:5]([C:6]([OH:8])=[O:7])=[CH:4][N:3]=1.Cl.CN(C)[CH2:14][CH2:15]CN=C=NCC.C(O)C.CN(C1C=CC=CN=1)C, predict the reaction product. The product is: [I:1][C:2]1[CH:10]=[CH:9][C:5]([C:6]([O:8][CH2:14][CH3:15])=[O:7])=[CH:4][N:3]=1.